This data is from Reaction yield outcomes from USPTO patents with 853,638 reactions. The task is: Predict the reaction yield, written as a fraction of the theoretical maximum amount of product (1.0 means a 100% yield; for example, 0.34 means a 34% yield). (1) The reactants are [CH2:1]([Li])CCC.[Cl:6][C:7]1[CH:12]=[CH:11][C:10]([N:13]2[CH2:18][CH2:17][C:16](=O)[CH2:15][CH2:14]2)=[CH:9][CH:8]=1. The catalyst is [Br-].C[P+](C1C=CC=CC=1)(C1C=CC=CC=1)C1C=CC=CC=1.C1COCC1. The product is [Cl:6][C:7]1[CH:12]=[CH:11][C:10]([N:13]2[CH2:18][CH2:17][C:16](=[CH2:1])[CH2:15][CH2:14]2)=[CH:9][CH:8]=1. The yield is 0.472. (2) The reactants are [CH3:1][O-:2].[Na+].Cl[C:5]1[C:10]([N+:11]([O-:13])=[O:12])=[CH:9][CH:8]=[C:7]([Cl:14])[N:6]=1.[Cl-].[NH4+]. The catalyst is C1COCC1. The product is [Cl:14][C:7]1[N:6]=[C:5]([O:2][CH3:1])[C:10]([N+:11]([O-:13])=[O:12])=[CH:9][CH:8]=1. The yield is 0.580. (3) The reactants are [NH2:1][C:2]1[N:7]=[CH:6][C:5]([C:8]2[CH:9]=[N:10][C:11]([OH:14])=[CH:12][CH:13]=2)=[CH:4][C:3]=1[O:15][CH:16]([C:18]1[C:23]([Cl:24])=[CH:22][CH:21]=[C:20]([F:25])[C:19]=1[Cl:26])[CH3:17].C1(P(C2C=CC=CC=2)C2C=CC=CC=2)C=CC=CC=1.[N:46]1([CH2:52][CH2:53]O)[CH2:51][CH2:50][O:49][CH2:48][CH2:47]1.CCOC(/N=N/C(OCC)=O)=O. No catalyst specified. The product is [Cl:26][C:19]1[C:20]([F:25])=[CH:21][CH:22]=[C:23]([Cl:24])[C:18]=1[CH:16]([O:15][C:3]1[CH:4]=[C:5]([C:8]2[CH:9]=[N:10][C:11]([O:14][CH2:53][CH2:52][N:46]3[CH2:51][CH2:50][O:49][CH2:48][CH2:47]3)=[CH:12][CH:13]=2)[CH:6]=[N:7][C:2]=1[NH2:1])[CH3:17]. The yield is 0.530. (4) The reactants are CC([O-])(C)C.[K+].[C:7]([CH2:9][C:10]([NH2:12])=[O:11])#[N:8].[CH3:13][C:14](=O)/[CH:15]=[CH:16]/[CH2:17][CH3:18].N#N.O=O. The catalyst is CC#N.Cl. The product is [CH2:14]([C:15]1[NH:12][C:10](=[O:11])[C:9]([C:7]#[N:8])=[C:17]([CH3:18])[CH:16]=1)[CH3:13]. The yield is 0.210. (5) The reactants are [F:1][C:2]1[CH:3]=[C:4]([N:12]=[C:13]=[O:14])[CH:5]=[C:6]([C:8]([F:11])([F:10])[F:9])[CH:7]=1.[CH3:15][O:16][C:17]1[CH:18]=[C:19]([C@:25]23[CH2:33][N:32]([CH3:34])[CH2:31][C@H:30]2[CH2:29][C@H:28]([NH2:35])[CH2:27][CH2:26]3)[CH:20]=[CH:21][C:22]=1[O:23][CH3:24]. The catalyst is C(Cl)Cl. The product is [C:22]([OH:23])(=[O:14])[CH3:21].[CH3:15][O:16][C:17]1[CH:18]=[C:19]([C@:25]23[CH2:33][N:32]([CH3:34])[CH2:31][C@H:30]2[CH2:29][C@H:28]([NH:35][C:13]([NH:12][C:4]2[CH:5]=[C:6]([C:8]([F:10])([F:11])[F:9])[CH:7]=[C:2]([F:1])[CH:3]=2)=[O:14])[CH2:27][CH2:26]3)[CH:20]=[CH:21][C:22]=1[O:23][CH3:24]. The yield is 0.0900. (6) The reactants are [Br:1][C:2]1[CH:3]=[CH:4][C:5]([F:16])=[C:6]([CH:15]=1)[CH:7]=[N:8][CH2:9][CH:10](OC)OC.S(=O)(=O)(O)O. No catalyst specified. The product is [Br:1][C:2]1[CH:3]=[CH:4][C:5]([F:16])=[C:6]2[C:15]=1[CH:10]=[CH:9][N:8]=[CH:7]2. The yield is 0.0200.